Dataset: Forward reaction prediction with 1.9M reactions from USPTO patents (1976-2016). Task: Predict the product of the given reaction. (1) The product is: [F:1][C:2]1[CH:16]=[CH:15][C:5]2[C:6](=[O:14])/[C:7](=[N:22]/[OH:23])/[C:8]3[CH:9]=[CH:10][N:11]=[CH:12][C:13]=3[C:4]=2[CH:3]=1. Given the reactants [F:1][C:2]1[CH:16]=[CH:15][C:5]2=[C:6]([OH:14])[CH:7]=[C:8]3[C:13]([CH:12]=[N:11][CH:10]=[CH:9]3)=[C:4]2[CH:3]=1.CN(C)C=O.[N:22](OC(C)(C)C)=[O:23].Cl, predict the reaction product. (2) Given the reactants [N+:1]([C:4]1[CH:13]=[CH:12][CH:11]=[C:10]([CH2:14][CH:15]=O)[C:5]=1[C:6]([O:8]C)=O)([O-:3])=[O:2].[F:17][C:18]([F:27])([F:26])[C:19]1[CH:20]=[C:21]([CH:23]=[CH:24][CH:25]=1)[NH2:22].C(O[BH-](OC(=O)C)OC(=O)C)(=O)C.[Na+], predict the reaction product. The product is: [N+:1]([C:4]1[CH:13]=[CH:12][CH:11]=[C:10]2[C:5]=1[C:6](=[O:8])[N:22]([C:21]1[CH:23]=[CH:24][CH:25]=[C:19]([C:18]([F:17])([F:26])[F:27])[CH:20]=1)[CH2:15][CH2:14]2)([O-:3])=[O:2]. (3) The product is: [F:1][C:2]1[CH:3]=[CH:4][C:5]([N+:25]([O-:27])=[O:26])=[C:6]([CH:24]=1)[O:7][C@H:8]1[C@H:9]2[O:15][CH2:14][C@H:13]([C:28]#[N:29])[C@H:10]2[O:11][CH2:12]1. Given the reactants [F:1][C:2]1[CH:3]=[CH:4][C:5]([N+:25]([O-:27])=[O:26])=[C:6]([CH:24]=1)[O:7][C@@H:8]1[CH2:12][O:11][C@@H:10]2[C@H:13](OS(C(F)(F)F)(=O)=O)[CH2:14][O:15][C@H:9]12.[C-:28]#[N:29].[K+].C1OCCOCCOCCOCCOCCOC1, predict the reaction product. (4) Given the reactants [H-].[Na+].[Cl:3][C:4]1[CH:9]=[C:8]([C:10]([NH:12][C:13]([NH:15][C:16]2[CH:21]=[CH:20][C:19]([F:22])=[C:18]([F:23])[C:17]=2[F:24])=[S:14])=[O:11])[CH:7]=[C:6]([Cl:25])[N:5]=1.[CH3:26]I, predict the reaction product. The product is: [Cl:3][C:4]1[CH:9]=[C:8]([C:10]([NH:12][C:13](=[N:15][C:16]2[CH:21]=[CH:20][C:19]([F:22])=[C:18]([F:23])[C:17]=2[F:24])[S:14][CH3:26])=[O:11])[CH:7]=[C:6]([Cl:25])[N:5]=1. (5) Given the reactants [CH3:1][C:2](=[CH2:5])[CH2:3][OH:4].[O-:6]O.C1(C(C)C)C=CC=CC=1.P(OC)(OC)OC.[N+:24]([C:27]1[CH:28]=[C:29]([S:33](Cl)(=[O:35])=[O:34])[CH:30]=[CH:31][CH:32]=1)([O-:26])=[O:25], predict the reaction product. The product is: [CH3:5][C@@:2]1([CH2:1][O:34][S:33]([C:29]2[CH:30]=[CH:31][CH:32]=[C:27]([N+:24]([O-:26])=[O:25])[CH:28]=2)(=[O:35])=[O:6])[CH2:3][O:4]1. (6) Given the reactants [NH2:1][C:2]1[CH:7]=[CH:6][CH:5]=[C:4]([CH3:8])[N:3]=1.[CH3:9][C:10]([N+:17]#[C-:18])([CH3:16])[CH2:11][C:12]([CH3:15])([CH3:14])[CH3:13].[CH:19]1[C:32]2[CH:31]=[C:30]([CH:33]=O)[C:29]3[C:24](=[CH:25][CH:26]=[CH:27][CH:28]=3)[C:23]=2[CH:22]=[CH:21][CH:20]=1, predict the reaction product. The product is: [CH3:8][C:4]1[N:3]2[C:18]([NH:17][C:10]([CH3:16])([CH3:9])[CH2:11][C:12]([CH3:15])([CH3:14])[CH3:13])=[C:33]([C:30]3[C:29]4[C:24]([C:23]5[CH:22]=[CH:21][CH:20]=[CH:19][C:32]=5[CH:31]=3)=[CH:25][CH:26]=[CH:27][CH:28]=4)[N:1]=[C:2]2[CH:7]=[CH:6][CH:5]=1. (7) Given the reactants [Cl:1][C:2]1[CH:7]=[CH:6][N:5]=[C:4]2[CH:8]([N:18]3[CH2:23][CH2:22][NH:21][CH2:20][CH2:19]3)[C:9]3[CH:16]=[CH:15][C:14]([Cl:17])=[CH:13][C:10]=3[CH2:11][CH2:12][C:3]=12.ClC1C=CC2C(N3CCNCC3)C3=NC=CC=C3CCC=2C=1.[N:46]1[CH:51]=[CH:50][CH:49]=[C:48]([CH2:52][C:53](O)=[O:54])[CH:47]=1.N1C=CC(CC(O)=O)=CC=1, predict the reaction product. The product is: [Cl:1][C:2]1[CH:7]=[CH:6][N:5]=[C:4]2[CH:8]([N:18]3[CH2:23][CH2:22][N:21]([C:53](=[O:54])[CH2:52][C:48]4[CH:47]=[N:46][CH:51]=[CH:50][CH:49]=4)[CH2:20][CH2:19]3)[C:9]3[CH:16]=[CH:15][C:14]([Cl:17])=[CH:13][C:10]=3[CH2:11][CH2:12][C:3]=12. (8) Given the reactants [Si:1]([O:8][CH:9]([C:40]1[CH:45]=[CH:44][C:43]([F:46])=[CH:42][CH:41]=1)[CH2:10][CH2:11][CH:12]1[CH:15]([C:16]2[CH:21]=[CH:20][C:19]([OH:22])=[CH:18][C:17]=2[O:23][CH2:24][O:25][CH2:26][CH2:27][Si:28]([CH3:31])([CH3:30])[CH3:29])[N:14]([C:32]2[CH:37]=[CH:36][C:35]([F:38])=[CH:34][CH:33]=2)[C:13]1=[O:39])([C:4]([CH3:7])([CH3:6])[CH3:5])([CH3:3])[CH3:2].[Br-:47].[Br-].[C:49]1([CH3:56])[CH:54]=[CH:53][C:52]([CH3:55])=[CH:51][CH:50]=1.C([O-])([O-])=O.[K+].[K+], predict the reaction product. The product is: [Br:47][CH2:56][C:49]1[CH:54]=[CH:53][C:52]([CH2:55][O:22][C:19]2[CH:20]=[CH:21][C:16]([CH:15]3[N:14]([C:32]4[CH:37]=[CH:36][C:35]([F:38])=[CH:34][CH:33]=4)[C:13](=[O:39])[CH:12]3[CH2:11][CH2:10][CH:9]([O:8][Si:1]([C:4]([CH3:7])([CH3:6])[CH3:5])([CH3:3])[CH3:2])[C:40]3[CH:41]=[CH:42][C:43]([F:46])=[CH:44][CH:45]=3)=[C:17]([O:23][CH2:24][O:25][CH2:26][CH2:27][Si:28]([CH3:29])([CH3:30])[CH3:31])[CH:18]=2)=[CH:51][CH:50]=1. (9) Given the reactants [CH3:1][O:2][C:3]([C:5]1[CH:10]=[C:9]([Br:11])[C:8](=[O:12])[N:7]([CH2:13][C:14]2[S:15][CH:16]=[CH:17][N:18]=2)[C:6]=1[CH3:19])=[O:4].[Br:20]N1C(=O)CCC1=O.C(OOC(=O)C1C=CC=CC=1)(=O)C1C=CC=CC=1, predict the reaction product. The product is: [CH3:1][O:2][C:3]([C:5]1[CH:10]=[C:9]([Br:11])[C:8](=[O:12])[N:7]([CH2:13][C:14]2[S:15][CH:16]=[CH:17][N:18]=2)[C:6]=1[CH2:19][Br:20])=[O:4]. (10) The product is: [OH:14][C:9]1[C:7]2[C:5](=[CH:4][CH:3]=[C:2]([I:1])[CH:8]=2)[N:6]=[C:11]([CH3:13])[CH:10]=1. Given the reactants [I:1][C:2]1[CH:8]=[CH:7][C:5]([NH2:6])=[CH:4][CH:3]=1.[C:9](OCC)(=[O:14])[CH2:10][C:11]([CH3:13])=O, predict the reaction product.